This data is from Forward reaction prediction with 1.9M reactions from USPTO patents (1976-2016). The task is: Predict the product of the given reaction. (1) Given the reactants [CH:1]1[C:22]2[C:21](=O)[C:20]3[C:7](=[CH:8][C:9]4[C:10](=O)[C:11]5[C:16]([C:17](=O)[C:18]=4[CH:19]=3)=[CH:15][CH:14]=[CH:13][CH:12]=5)[C:6](=O)[C:5]=2[CH:4]=[CH:3][CH:2]=1.CC(CC)[O-].CC(CC)[O-].CC(CC)[O-].[Al+3], predict the reaction product. The product is: [CH:4]1[C:5]2[C:22](=[CH:21][C:20]3[C:7]([CH:6]=2)=[CH:8][C:9]2[C:18](=[CH:17][C:16]4[C:11]([CH:10]=2)=[CH:12][CH:13]=[CH:14][CH:15]=4)[CH:19]=3)[CH:1]=[CH:2][CH:3]=1. (2) Given the reactants [CH3:1][C:2]1[CH:7]=[C:6]([N:8]2[CH2:12][CH2:11][CH:10]([N:13]3[CH2:17][CH2:16][CH2:15][CH:14]3[CH3:18])[CH2:9]2)[CH:5]=[CH:4][C:3]=1[NH2:19].[CH3:20][O:21][C:22]1[CH:30]=[C:29]2[C:25]([C:26]([C:31](O)=[O:32])=[N:27][NH:28]2)=[CH:24][CH:23]=1, predict the reaction product. The product is: [CH3:1][C:2]1[CH:7]=[C:6]([N:8]2[CH2:12][CH2:11][CH:10]([N:13]3[CH2:17][CH2:16][CH2:15][CH:14]3[CH3:18])[CH2:9]2)[CH:5]=[CH:4][C:3]=1[NH:19][C:31]([C:26]1[C:25]2[C:29](=[CH:30][C:22]([O:21][CH3:20])=[CH:23][CH:24]=2)[NH:28][N:27]=1)=[O:32]. (3) The product is: [OH:1][CH2:2][C:3]1[C:7]([CH3:8])=[CH:6][S:5][C:4]=1[C:9]([OH:11])=[O:10]. Given the reactants [OH:1][CH2:2][C:3]1[C:7]([CH3:8])=[CH:6][S:5][C:4]=1[C:9]([O:11]C)=[O:10].[OH-].[Li+].Cl, predict the reaction product.